From a dataset of Full USPTO retrosynthesis dataset with 1.9M reactions from patents (1976-2016). Predict the reactants needed to synthesize the given product. (1) Given the product [F:1][C:2]1[CH:28]=[C:27]([NH2:29])[CH:26]=[CH:25][C:3]=1[O:4][C:5]1[C:10]2=[C:11]([CH3:24])[C:12]([O:14][CH2:15][CH2:16][N:17]3[CH2:18][CH2:19][N:20]([CH3:23])[CH2:21][CH2:22]3)=[CH:13][N:9]2[N:8]=[CH:7][N:6]=1, predict the reactants needed to synthesize it. The reactants are: [F:1][C:2]1[CH:28]=[C:27]([N+:29]([O-])=O)[CH:26]=[CH:25][C:3]=1[O:4][C:5]1[C:10]2=[C:11]([CH3:24])[C:12]([O:14][CH2:15][CH2:16][N:17]3[CH2:22][CH2:21][N:20]([CH3:23])[CH2:19][CH2:18]3)=[CH:13][N:9]2[N:8]=[CH:7][N:6]=1.FC1C=C(NC(NC(=O)CC2C=CC(F)=CC=2)=S)C=CC=1OC1C2=C(C)C=CN2N=CN=1. (2) The reactants are: [CH3:1][CH:2]([CH2:4][C@H:5]([CH2:10][NH2:11])[CH2:6][C:7]([OH:9])=[O:8])[CH3:3].[OH:12][CH:13]1[O:32][C@H:31]([CH2:33][OH:34])[C@@H:18]([O:19][C@@H:20]2[O:28][C@H:27]([CH2:29][OH:30])[C@H:25]([OH:26])[C@H:23]([OH:24])[C@H:21]2[OH:22])[C@H:16]([OH:17])[C@H:14]1[OH:15].C(#N)C. Given the product [CH3:3][CH:2]([CH2:4][C@H:5]([CH2:10][NH2:11])[CH2:6][C:7]([OH:9])=[O:8])[CH3:1].[OH:12][CH:13]1[O:32][C@H:31]([CH2:33][OH:34])[C@@H:18]([O:19][C@@H:20]2[O:28][C@H:27]([CH2:29][OH:30])[C@H:25]([OH:26])[C@H:23]([OH:24])[C@H:21]2[OH:22])[C@H:16]([OH:17])[C@H:14]1[OH:15], predict the reactants needed to synthesize it. (3) Given the product [Cl:23][C:24]1[N:29]=[C:28]([NH:1][C:2]2[CH:10]=[CH:9][C:8]([N:11]3[CH2:16][CH2:15][CH2:14][CH2:13][CH2:12]3)=[CH:7][C:3]=2[C:4]([NH2:6])=[O:5])[C:27]([Cl:31])=[CH:26][N:25]=1, predict the reactants needed to synthesize it. The reactants are: [NH2:1][C:2]1[CH:10]=[CH:9][C:8]([N:11]2[CH2:16][CH2:15][CH2:14][CH2:13][CH2:12]2)=[CH:7][C:3]=1[C:4]([NH2:6])=[O:5].C([O-])([O-])=O.[K+].[K+].[Cl:23][C:24]1[N:29]=[C:28](Cl)[C:27]([Cl:31])=[CH:26][N:25]=1.O. (4) Given the product [Cl:1][C:2]1[C:3]([O:30][C@H:31]2[CH2:36][CH2:35][C@H:34]([OH:37])[CH2:33][C@@H:32]2[C:38]2[N:42]([CH3:43])[N:41]=[CH:40][CH:39]=2)=[CH:4][C:5]([F:29])=[C:6]([S:8]([NH:11][C:12]2[CH:17]=[CH:16][N:15]=[CH:14][N:13]=2)(=[O:10])=[O:9])[CH:7]=1, predict the reactants needed to synthesize it. The reactants are: [Cl:1][C:2]1[C:3]([O:30][C@H:31]2[CH2:36][CH2:35][C@H:34]([OH:37])[CH2:33][C@@H:32]2[C:38]2[N:42]([CH3:43])[N:41]=[CH:40][CH:39]=2)=[CH:4][C:5]([F:29])=[C:6]([S:8]([N:11](CC2C=CC(OC)=CC=2OC)[C:12]2[CH:17]=[CH:16][N:15]=[CH:14][N:13]=2)(=[O:10])=[O:9])[CH:7]=1.C([SiH](CC)CC)C.FC(F)(F)C(O)=O. (5) The reactants are: [C:1]([C:5]1[CH:12]=[CH:11][C:8]([CH:9]=O)=[CH:7][CH:6]=1)([CH3:4])([CH3:3])[CH3:2].Cl.[C:14]([O:18][C:19](=[O:23])[CH2:20][CH2:21][NH2:22])([CH3:17])([CH3:16])[CH3:15].C(N(CC)CC)C.[BH4-].[Na+]. Given the product [C:14]([O:18][C:19](=[O:23])[CH2:20][CH2:21][NH:22][CH2:9][C:8]1[CH:11]=[CH:12][C:5]([C:1]([CH3:4])([CH3:3])[CH3:2])=[CH:6][CH:7]=1)([CH3:17])([CH3:16])[CH3:15], predict the reactants needed to synthesize it. (6) The reactants are: [C:1]([OH:4])(=[O:3])[CH3:2].[C:5]([O:9][C:10]([N:12]1[CH2:17][C@H:16]([CH2:18][N:19]2[CH2:23][CH2:22][O:21][C:20]2=[O:24])[N:15](CC2C=CC=CC=2)[CH2:14][C@H:13]1[CH3:32])=[O:11])([CH3:8])([CH3:7])[CH3:6]. Given the product [C:1]([OH:4])(=[O:3])[CH3:2].[C:5]([O:9][C:10]([N:12]1[CH2:17][C@H:16]([CH2:18][N:19]2[CH2:23][CH2:22][O:21][C:20]2=[O:24])[NH:15][CH2:14][C@H:13]1[CH3:32])=[O:11])([CH3:8])([CH3:6])[CH3:7], predict the reactants needed to synthesize it. (7) Given the product [CH2:1]([O:8][C:9]1[C:18]2[C:13](=[CH:14][C:15]([NH2:19])=[CH:16][CH:17]=2)[CH:12]=[N:11][CH:10]=1)[C:2]1[CH:3]=[CH:4][CH:5]=[CH:6][CH:7]=1, predict the reactants needed to synthesize it. The reactants are: [CH2:1]([O:8][C:9]1[C:18]2[C:13](=[CH:14][C:15]([N+:19]([O-])=O)=[CH:16][CH:17]=2)[CH:12]=[N:11][CH:10]=1)[C:2]1[CH:7]=[CH:6][CH:5]=[CH:4][CH:3]=1.[Cl-].[NH4+]. (8) Given the product [CH2:1]([N:3]1[C:11]([CH:12]2[CH2:13][CH2:14][NH:15][CH2:16][CH2:17]2)=[C:10]2[C:5]([CH2:6][CH2:7][CH2:8][CH2:9]2)=[N:4]1)[CH3:2], predict the reactants needed to synthesize it. The reactants are: [CH2:1]([N:3]1[C:11]([CH:12]2[CH2:17][CH2:16][N:15](CC3C=CC=CC=3)[CH2:14][CH2:13]2)=[C:10]2[C:5]([CH2:6][CH2:7][CH2:8][CH2:9]2)=[N:4]1)[CH3:2].C([O-])=O.[NH4+].